This data is from Catalyst prediction with 721,799 reactions and 888 catalyst types from USPTO. The task is: Predict which catalyst facilitates the given reaction. (1) Reactant: [CH3:1][S:2]([C:5]1[CH:11]=[CH:10][C:8]([NH2:9])=[CH:7][CH:6]=1)(=[O:4])=[O:3].C[Al](C)C.[Cl:16][C:17]1[CH:18]=[C:19]([CH:22]=[CH:23][C:24]=1[CH3:25])[C:20]#[N:21]. Product: [Cl:16][C:17]1[CH:18]=[C:19]([C:20](=[NH:21])[NH:9][C:8]2[CH:10]=[CH:11][C:5]([S:2]([CH3:1])(=[O:3])=[O:4])=[CH:6][CH:7]=2)[CH:22]=[CH:23][C:24]=1[CH3:25]. The catalyst class is: 648. (2) Reactant: [F:1][C:2]1[N:7]=[C:6]([C:8]2[N:9]([CH2:13][C:14]3[N:15]=[CH:16][C:17](N)=[N:18][C:19]=3[CH2:20][CH2:21][CH3:22])[CH:10]=[CH:11][N:12]=2)[CH:5]=[CH:4][CH:3]=1.[Cl:24]CC=O.C(OCC)(=O)C. Product: [Cl:24][C:17]1[N:18]=[C:19]([CH2:20][CH2:21][CH3:22])[C:14]([CH2:13][N:9]2[CH:10]=[CH:11][N:12]=[C:8]2[C:6]2[CH:5]=[CH:4][CH:3]=[C:2]([F:1])[N:7]=2)=[N:15][CH:16]=1. The catalyst class is: 136. (3) Reactant: ClC(Cl)(O[C:5](=[O:11])OC(Cl)(Cl)Cl)Cl.[CH3:13][NH:14][CH2:15][CH:16]1[CH2:21][CH2:20][N:19]([C:22]2[CH:27]=[CH:26][C:25](C(F)(F)F)=[CH:24][CH:23]=2)[CH2:18][CH2:17]1.C(N([CH2:37][CH3:38])CC)C.[N+:39]([C:42]1[CH:47]=[CH:46][C:45]([NH:48][CH:49]2[CH2:54][CH2:53][NH:52][CH2:51][CH2:50]2)=[CH:44][C:43]=1[C:55]([F:58])([F:57])[F:56])([O-:41])=[O:40].[OH2:59]. Product: [CH2:37]([O:59][C:25]1[CH:24]=[CH:23][C:22]([N:19]2[CH2:18][CH2:17][CH:16]([CH2:15][N:14]([CH3:13])[C:5]([N:52]3[CH2:51][CH2:50][CH:49]([NH:48][C:45]4[CH:46]=[CH:47][C:42]([N+:39]([O-:41])=[O:40])=[C:43]([C:55]([F:58])([F:56])[F:57])[CH:44]=4)[CH2:54][CH2:53]3)=[O:11])[CH2:21][CH2:20]2)=[CH:27][CH:26]=1)[CH3:38]. The catalyst class is: 10. (4) Reactant: [Br:1][C:2]1[CH:3]=[CH:4][C:5]2[S:9](=[O:11])(=[O:10])[NH:8][CH:7]([CH3:12])[C:6]=2[CH:13]=1.CS(O[CH:19]1[CH2:24][CH2:23][N:22]([C:25]([O:27][C:28]([CH3:31])([CH3:30])[CH3:29])=[O:26])[CH2:21][CH2:20]1)(=O)=O.C([O-])([O-])=O.[K+].[K+]. Product: [Br:1][C:2]1[CH:3]=[CH:4][C:5]2[S:9](=[O:10])(=[O:11])[N:8]([CH:19]3[CH2:24][CH2:23][N:22]([C:25]([O:27][C:28]([CH3:31])([CH3:30])[CH3:29])=[O:26])[CH2:21][CH2:20]3)[CH:7]([CH3:12])[C:6]=2[CH:13]=1. The catalyst class is: 3. (5) Reactant: [Br:1][C:2]1[CH:3]=[CH:4][C:5]([F:39])=[C:6]([C@:8]([N:19]([CH2:30][C:31]2[CH:36]=[CH:35][C:34]([O:37][CH3:38])=[CH:33][CH:32]=2)[C:20](=[O:29])[CH:21](Cl)[C:22]2[CH:27]=[CH:26][CH:25]=[CH:24][CH:23]=2)([CH3:18])[CH2:9][O:10][Si](C(C)(C)C)(C)C)[CH:7]=1.[F-].C([N+](CCCC)(CCCC)CCCC)CCC. Product: [Br:1][C:2]1[CH:3]=[CH:4][C:5]([F:39])=[C:6]([C@@:8]2([CH3:18])[N:19]([CH2:30][C:31]3[CH:32]=[CH:33][C:34]([O:37][CH3:38])=[CH:35][CH:36]=3)[C:20](=[O:29])[CH:21]([C:22]3[CH:23]=[CH:24][CH:25]=[CH:26][CH:27]=3)[O:10][CH2:9]2)[CH:7]=1. The catalyst class is: 7. (6) Reactant: [CH2:1]([N:3]([CH:7]1[CH2:12][CH2:11][N:10]([C:13]2[CH:18]=[CH:17][C:16]([CH:19]=O)=[CH:15][CH:14]=2)[CH2:9][CH2:8]1)[C:4](=[O:6])[CH3:5])[CH3:2].OS([O-])=O.[Na+].CC1C=CC(S(O)(=O)=O)=CC=1.[NH2:37][C:38]1[CH:46]=[C:45]([O:47][CH3:48])[CH:44]=[C:43]([O:49][CH3:50])[C:39]=1[C:40]([NH2:42])=[O:41]. Product: [CH3:50][O:49][C:43]1[CH:44]=[C:45]([O:47][CH3:48])[CH:46]=[C:38]2[C:39]=1[C:40](=[O:41])[NH:42][C:19]([C:16]1[CH:15]=[CH:14][C:13]([N:10]3[CH2:9][CH2:8][CH:7]([N:3]([CH2:1][CH3:2])[C:4](=[O:6])[CH3:5])[CH2:12][CH2:11]3)=[CH:18][CH:17]=1)=[N:37]2. The catalyst class is: 287. (7) Reactant: Cl.[F:2][C:3]1([F:9])[CH2:8][CH2:7][NH:6][CH2:5][CH2:4]1.[CH3:10][O:11][C:12](=[O:15])[CH2:13]Br.C(N(CC)CC)C. Product: [CH3:10][O:11][C:12](=[O:15])[CH2:13][N:6]1[CH2:7][CH2:8][C:3]([F:9])([F:2])[CH2:4][CH2:5]1. The catalyst class is: 20. (8) Reactant: [Cl:1][C:2]1[CH:10]=[CH:9][C:5]([CH2:6][C:7]#[N:8])=[CH:4][CH:3]=1.[Cl:11][C:12]1[C:13]([F:20])=[C:14]([CH:17]=[CH:18][CH:19]=1)[CH:15]=O.C[O-].[Na+]. Product: [Cl:11][C:12]1[C:13]([F:20])=[C:14](/[CH:15]=[C:6](/[C:5]2[CH:9]=[CH:10][C:2]([Cl:1])=[CH:3][CH:4]=2)\[C:7]#[N:8])[CH:17]=[CH:18][CH:19]=1. The catalyst class is: 5.